This data is from Reaction yield outcomes from USPTO patents with 853,638 reactions. The task is: Predict the reaction yield, written as a fraction of the theoretical maximum amount of product (1.0 means a 100% yield; for example, 0.34 means a 34% yield). (1) The reactants are [Br:1][C:2]1[CH:3]=[C:4]([S:15][C:16]2[N:17]([CH3:25])[C:18]([C:21](OC)=[O:22])=[CH:19][N:20]=2)[C:5]([NH:8][C:9]2[S:10][CH:11]=[C:12]([CH3:14])[N:13]=2)=[N:6][CH:7]=1.CC(C[AlH]CC(C)C)C. The catalyst is C1COCC1.[C@H](O)(C([O-])=O)[C@@H](O)C([O-])=O.[Na+].[K+]. The product is [Br:1][C:2]1[CH:3]=[C:4]([S:15][C:16]2[N:17]([CH3:25])[C:18]([CH2:21][OH:22])=[CH:19][N:20]=2)[C:5]([NH:8][C:9]2[S:10][CH:11]=[C:12]([CH3:14])[N:13]=2)=[N:6][CH:7]=1. The yield is 0.0900. (2) The reactants are [F:1][C:2]1[CH:3]=[C:4]([CH:9]2[C:14](=[O:15])[CH2:13][CH2:12][O:11][CH2:10]2)[CH:5]=[C:6]([F:8])[CH:7]=1.[C:16](Cl)([N:18]=[C:19]=[O:20])=[O:17]. No catalyst specified. The product is [F:1][C:2]1[CH:3]=[C:4]([CH:9]2[C:14]3[O:15][C:19](=[O:20])[NH:18][C:16](=[O:17])[C:13]=3[CH2:12][O:11][CH2:10]2)[CH:5]=[C:6]([F:8])[CH:7]=1. The yield is 0.217. (3) The reactants are [F:1][C:2]1[CH:3]=[C:4]([C:20]2[C:21]([C:26]#[N:27])=[CH:22][CH:23]=[CH:24][CH:25]=2)[CH:5]=[CH:6][C:7]=1[CH2:8][C:9]1[C:14](=[O:15])[NH:13][C:12]([CH3:16])=[N:11][C:10]=1[CH2:17][CH2:18][CH3:19].Br[CH2:29][C:30](=[O:35])[C:31]([CH3:34])([CH3:33])[CH3:32].C(=O)([O-])[O-].[K+].[K+].CN(C)C=O. The catalyst is C(OCC)(=O)C. The product is [CH3:32][C:31]([CH3:34])([CH3:33])[C:30](=[O:35])[CH2:29][N:13]1[C:14](=[O:15])[C:9]([CH2:8][C:7]2[CH:6]=[CH:5][C:4]([C:20]3[C:21]([C:26]#[N:27])=[CH:22][CH:23]=[CH:24][CH:25]=3)=[CH:3][C:2]=2[F:1])=[C:10]([CH2:17][CH2:18][CH3:19])[N:11]=[C:12]1[CH3:16]. The yield is 0.260.